Dataset: NCI-60 drug combinations with 297,098 pairs across 59 cell lines. Task: Regression. Given two drug SMILES strings and cell line genomic features, predict the synergy score measuring deviation from expected non-interaction effect. (1) Drug 1: COC1=C(C=C2C(=C1)N=CN=C2NC3=CC(=C(C=C3)F)Cl)OCCCN4CCOCC4. Drug 2: CC1C(C(CC(O1)OC2CC(CC3=C2C(=C4C(=C3O)C(=O)C5=CC=CC=C5C4=O)O)(C(=O)C)O)N)O. Cell line: SNB-19. Synergy scores: CSS=39.7, Synergy_ZIP=0.511, Synergy_Bliss=2.25, Synergy_Loewe=-4.76, Synergy_HSA=4.45. (2) Drug 1: COC1=NC(=NC2=C1N=CN2C3C(C(C(O3)CO)O)O)N. Drug 2: CC(C)NC(=O)C1=CC=C(C=C1)CNNC.Cl. Cell line: BT-549. Synergy scores: CSS=-4.91, Synergy_ZIP=-2.93, Synergy_Bliss=-14.3, Synergy_Loewe=-16.2, Synergy_HSA=-15.0. (3) Drug 1: CC1C(C(=O)NC(C(=O)N2CCCC2C(=O)N(CC(=O)N(C(C(=O)O1)C(C)C)C)C)C(C)C)NC(=O)C3=C4C(=C(C=C3)C)OC5=C(C(=O)C(=C(C5=N4)C(=O)NC6C(OC(=O)C(N(C(=O)CN(C(=O)C7CCCN7C(=O)C(NC6=O)C(C)C)C)C)C(C)C)C)N)C. Drug 2: CCC1=C2CN3C(=CC4=C(C3=O)COC(=O)C4(CC)O)C2=NC5=C1C=C(C=C5)O. Cell line: ACHN. Synergy scores: CSS=44.0, Synergy_ZIP=-3.73, Synergy_Bliss=-2.85, Synergy_Loewe=-11.3, Synergy_HSA=-1.35. (4) Drug 1: CC(C1=C(C=CC(=C1Cl)F)Cl)OC2=C(N=CC(=C2)C3=CN(N=C3)C4CCNCC4)N. Drug 2: CNC(=O)C1=CC=CC=C1SC2=CC3=C(C=C2)C(=NN3)C=CC4=CC=CC=N4. Cell line: U251. Synergy scores: CSS=30.2, Synergy_ZIP=4.64, Synergy_Bliss=8.41, Synergy_Loewe=6.31, Synergy_HSA=8.91. (5) Cell line: DU-145. Synergy scores: CSS=25.5, Synergy_ZIP=-9.70, Synergy_Bliss=-9.01, Synergy_Loewe=-7.86, Synergy_HSA=-5.86. Drug 1: C1=CC(=CC=C1CCC2=CNC3=C2C(=O)NC(=N3)N)C(=O)NC(CCC(=O)O)C(=O)O. Drug 2: CC1=C2C(C(=O)C3(C(CC4C(C3C(C(C2(C)C)(CC1OC(=O)C(C(C5=CC=CC=C5)NC(=O)C6=CC=CC=C6)O)O)OC(=O)C7=CC=CC=C7)(CO4)OC(=O)C)O)C)OC(=O)C.